This data is from M1 muscarinic receptor agonist screen with 61,833 compounds. The task is: Binary Classification. Given a drug SMILES string, predict its activity (active/inactive) in a high-throughput screening assay against a specified biological target. (1) The compound is O1C2(OCC1)CCN(CC2)c1ncnc2c1[nH]c1c2cccc1. The result is 0 (inactive). (2) The compound is O(C(=O)C1CCCN(C1)c1ncnc2n(ncc12)c1cc(ccc1)C)CC. The result is 1 (active). (3) The drug is S(=O)(=O)(N1CCC(CC1)C(=O)Nc1cc(SC)ccc1)c1ccc(F)cc1. The result is 0 (inactive). (4) The compound is S=c1n(CCN2C(CCCC2)C)c(=O)c2c([nH]1)cc(OC)c(OC)c2. The result is 0 (inactive). (5) The compound is Clc1ccc(NC(=O)n2\c(=N\C(c3occc3)C)cccc2)cc1. The result is 1 (active). (6) The molecule is S(=O)(=O)(Cc1ccccc1)CC(=O)Nc1ccc(cc1)C(OC)=O. The result is 0 (inactive).